From a dataset of KCNQ2 potassium channel screen with 302,405 compounds. Binary Classification. Given a drug SMILES string, predict its activity (active/inactive) in a high-throughput screening assay against a specified biological target. (1) The result is 0 (inactive). The compound is Clc1ccc(CC(=O)Nc2cc(NC(=O)c3occc3)c(OC)cc2)cc1. (2) The result is 0 (inactive). The molecule is Clc1ccc(CS(=O)Cc2oc(C(=O)N3CCN(CC3)c3ccc(OC)cc3)cc2)cc1.